From a dataset of Full USPTO retrosynthesis dataset with 1.9M reactions from patents (1976-2016). Predict the reactants needed to synthesize the given product. Given the product [CH2:36]([O:35][C:33]([C:29]1([O:1][C:2]2[CH:3]=[C:4]([CH:9]=[C:10]([O:12][C:13]3[CH:18]=[CH:17][C:16]([N+:19]([O-:21])=[O:20])=[CH:15][CH:14]=3)[CH:11]=2)[C:5]([O:7][CH3:8])=[O:6])[CH2:32][CH2:31][CH2:30]1)=[O:34])[C:37]1[CH:42]=[CH:41][CH:40]=[CH:39][CH:38]=1, predict the reactants needed to synthesize it. The reactants are: [OH:1][C:2]1[CH:3]=[C:4]([CH:9]=[C:10]([O:12][C:13]2[CH:18]=[CH:17][C:16]([N+:19]([O-:21])=[O:20])=[CH:15][CH:14]=2)[CH:11]=1)[C:5]([O:7][CH3:8])=[O:6].C(=O)([O-])[O-].[K+].[K+].Br[C:29]1([C:33]([O:35][CH2:36][C:37]2[CH:42]=[CH:41][CH:40]=[CH:39][CH:38]=2)=[O:34])[CH2:32][CH2:31][CH2:30]1.O.